Task: Predict which catalyst facilitates the given reaction.. Dataset: Catalyst prediction with 721,799 reactions and 888 catalyst types from USPTO (1) Reactant: [NH2:1][C:2]1[S:3][C:4]([N:12]([CH2:14][CH2:15][O:16][CH3:17])[CH3:13])=[C:5]([C:7]2[O:8][CH:9]=[CH:10][CH:11]=2)[N:6]=1.C(O)(=O)/C=[CH:20]/[C:21](O)=[O:22]. Product: [O:8]1[CH:9]=[CH:10][CH:11]=[C:7]1[C:5]1[N:6]=[C:2]([NH:1][C:21](=[O:22])[CH3:20])[S:3][C:4]=1[N:12]([CH2:14][CH2:15][O:16][CH3:17])[CH3:13]. The catalyst class is: 8. (2) Product: [C:40]([CH2:39][N:4]1[CH2:3][CH2:2][N:1]([C:7]2[CH:8]=[CH:9][C:10]([NH:13][C:14]([C:16]3[C:17]([C:23]4[CH:24]=[CH:25][C:26]([CH:29]([CH3:31])[CH3:30])=[CH:27][CH:28]=4)=[C:18]([CH3:22])[CH:19]=[CH:20][CH:21]=3)=[O:15])=[CH:11][CH:12]=2)[CH2:6][CH2:5]1)(=[O:41])[NH2:42]. The catalyst class is: 21. Reactant: [N:1]1([C:7]2[CH:12]=[CH:11][C:10]([NH:13][C:14]([C:16]3[C:17]([C:23]4[CH:28]=[CH:27][C:26]([CH:29]([CH3:31])[CH3:30])=[CH:25][CH:24]=4)=[C:18]([CH3:22])[CH:19]=[CH:20][CH:21]=3)=[O:15])=[CH:9][CH:8]=2)[CH2:6][CH2:5][NH:4][CH2:3][CH2:2]1.C([O-])([O-])=O.[K+].[K+].Br[CH2:39][C:40]([NH2:42])=[O:41]. (3) Product: [NH2:17][C:14]1[CH:15]=[C:16]2[C:11]([CH2:10][CH:9]([OH:18])[CH:8]2[NH:7][C:6]([C:46]2[CH:47]=[CH:48][C:43]([C:40]3[CH:41]=[CH:42][CH:37]=[CH:38][CH:39]=3)=[CH:44][CH:45]=2)=[O:19])=[CH:12][CH:13]=1. Reactant: C(O[C:6](=[O:19])[NH:7][CH:8]1[C:16]2[C:11](=[CH:12][CH:13]=[C:14]([NH2:17])[CH:15]=2)[CH2:10][CH:9]1[OH:18])(C)(C)C.C(O)(C(F)(F)F)=O.O=C1CCC(=O)N1OC([C:37]1[CH:42]=[CH:41][C:40]([C:43]2[CH:48]=[CH:47][CH:46]=[CH:45][CH:44]=2)=[CH:39][CH:38]=1)=O. The catalyst class is: 2. (4) Reactant: Cl[C:2]1[CH:3]=[C:4]([NH:11][C:12]2[CH:34]=[CH:33][C:15]([C:16]([NH:18][C:19]3[C:20](=[O:32])[N:21]([C:25]4[CH:30]=[CH:29][C:28]([F:31])=[CH:27][CH:26]=4)[CH:22]=[CH:23][CH:24]=3)=[O:17])=[CH:14][CH:13]=2)[C:5]2[N:6]([CH:8]=[CH:9][N:10]=2)[N:7]=1.[NH2:35][C@H:36]1[CH2:41][CH2:40][C@H:39]([NH2:42])[CH2:38][CH2:37]1. Product: [NH2:35][C@H:36]1[CH2:41][CH2:40][C@H:39]([NH:42][C:2]2[CH:3]=[C:4]([NH:11][C:12]3[CH:34]=[CH:33][C:15]([C:16]([NH:18][C:19]4[C:20](=[O:32])[N:21]([C:25]5[CH:30]=[CH:29][C:28]([F:31])=[CH:27][CH:26]=5)[CH:22]=[CH:23][CH:24]=4)=[O:17])=[CH:14][CH:13]=3)[C:5]3[N:6]([CH:8]=[CH:9][N:10]=3)[N:7]=2)[CH2:38][CH2:37]1. The catalyst class is: 6.